Task: Predict the reactants needed to synthesize the given product.. Dataset: Full USPTO retrosynthesis dataset with 1.9M reactions from patents (1976-2016) (1) Given the product [Cl:2][C:3]1[C:11]2[C:6](=[CH:7][C:8]([C:12]([NH:14][C@H:15]([C:25]3[CH:30]=[CH:29][CH:28]=[CH:27][CH:26]=3)[CH2:16][O:17][CH2:18][CH:19]3[CH2:20][CH2:21][N:22]([CH:31]4[CH2:35][CH2:34][CH2:33][CH2:32]4)[CH2:23][CH2:24]3)=[O:13])=[CH:9][CH:10]=2)[NH:5][CH:4]=1, predict the reactants needed to synthesize it. The reactants are: Cl.[Cl:2][C:3]1[C:11]2[C:6](=[CH:7][C:8]([C:12]([NH:14][C@H:15]([C:25]3[CH:30]=[CH:29][CH:28]=[CH:27][CH:26]=3)[CH2:16][O:17][CH2:18][CH:19]3[CH2:24][CH2:23][NH:22][CH2:21][CH2:20]3)=[O:13])=[CH:9][CH:10]=2)[NH:5][CH:4]=1.[C:31]1(=O)[CH2:35][CH2:34][CH2:33][CH2:32]1. (2) Given the product [Cl:44][C:38]1[CH:39]=[C:40]([Cl:43])[CH:41]=[CH:42][C:37]=1[O:36][C:30]1[CH:31]=[CH:32][C:33]([Cl:35])=[CH:34][C:29]=1[O:28][CH2:27][C:18]1[CH2:19][S:20][C@@H:21]2[CH:24]([NH:25][C:54](=[O:55])[CH2:53][N:48]3[CH:52]=[N:51][N:50]=[N:49]3)[C:23](=[O:26])[N:22]2[C:17]=1[C:15]([O:14][CH:7]([C:8]1[CH:13]=[CH:12][CH:11]=[CH:10][CH:9]=1)[C:1]1[CH:6]=[CH:5][CH:4]=[CH:3][CH:2]=1)=[O:16], predict the reactants needed to synthesize it. The reactants are: [C:1]1([CH:7]([O:14][C:15]([C:17]2[N:22]3[C:23](=[O:26])[CH:24]([NH2:25])[C@H:21]3[S:20][CH2:19][C:18]=2[CH2:27][O:28][C:29]2[CH:34]=[C:33]([Cl:35])[CH:32]=[CH:31][C:30]=2[O:36][C:37]2[CH:42]=[CH:41][C:40]([Cl:43])=[CH:39][C:38]=2[Cl:44])=[O:16])[C:8]2[CH:13]=[CH:12][CH:11]=[CH:10][CH:9]=2)[CH:6]=[CH:5][CH:4]=[CH:3][CH:2]=1.C(Cl)Cl.[N:48]1([CH2:53][C:54](O)=[O:55])[CH:52]=[N:51][N:50]=[N:49]1. (3) Given the product [CH3:1][O:2][C:3]1[C:4]([O:29][CH2:30][CH2:31][CH2:32][O:33][CH3:34])=[CH:5][C:6]2[CH2:15][CH:14]([C:16]([CH3:21])([CH3:20])[CH2:17][O:18][CH3:19])[N:13]3[C:8](=[CH:9][C:10](=[O:27])[C:11]([C:22]([O:24][CH2:25][CH3:26])=[O:23])=[CH:12]3)[C:7]=2[CH:28]=1, predict the reactants needed to synthesize it. The reactants are: [CH3:1][O:2][C:3]1[C:4]([O:29][CH2:30][CH2:31][CH2:32][O:33][CH3:34])=[CH:5][C:6]2[CH2:15][CH:14]([C:16]([CH3:21])([CH3:20])[CH2:17][O:18][CH3:19])[N:13]3[CH:8]([CH2:9][C:10](=[O:27])[C:11]([C:22]([O:24][CH2:25][CH3:26])=[O:23])=[CH:12]3)[C:7]=2[CH:28]=1.C1(Cl)C(=O)C(Cl)=C(Cl)C(=O)C=1Cl. (4) The reactants are: [Cl:1][C:2]1[CH:7]=[CH:6][CH:5]=[C:4]([Cl:8])[C:3]=1[S:9][CH2:10][C:11]1[C:15]([CH2:16][O:17][C:18]2[CH:23]=[CH:22][C:21]([C:24]3[CH:25]=[C:26]4[C:31](=[CH:32][CH:33]=3)[N:30]=[C:29]([C:34]([O:36][CH2:37][CH3:38])=[O:35])[CH:28]=[CH:27]4)=[CH:20][CH:19]=2)=[C:14]([CH:39]([CH3:41])[CH3:40])[O:13][N:12]=1.ClC1C=C(C=CC=1)C(OO)=[O:47].C(=O)(O)[O-].[Na+]. Given the product [Cl:8][C:4]1[CH:5]=[CH:6][CH:7]=[C:2]([Cl:1])[C:3]=1[S:9]([CH2:10][C:11]1[C:15]([CH2:16][O:17][C:18]2[CH:19]=[CH:20][C:21]([C:24]3[CH:25]=[C:26]4[C:31](=[CH:32][CH:33]=3)[N:30]=[C:29]([C:34]([O:36][CH2:37][CH3:38])=[O:35])[CH:28]=[CH:27]4)=[CH:22][CH:23]=2)=[C:14]([CH:39]([CH3:40])[CH3:41])[O:13][N:12]=1)=[O:47], predict the reactants needed to synthesize it.